From a dataset of Forward reaction prediction with 1.9M reactions from USPTO patents (1976-2016). Predict the product of the given reaction. (1) Given the reactants [CH3:1][C@H:2]([CH2:22]C=C)[C:3]([O:5][C@@H:6]1[CH2:14][C:13]2[C:8](=[CH:9][CH:10]=[CH:11][CH:12]=2)[C@H:7]1[NH:15][C:16](=[O:21])[CH2:17][CH2:18][CH:19]=[CH2:20])=[O:4], predict the reaction product. The product is: [CH3:22][C@H:2]1[C:3](=[O:4])[O:5][C@@H:6]2[CH2:14][C:13]3[CH:12]=[CH:11][CH:10]=[CH:9][C:8]=3[C@H:7]2[NH:15][C:16](=[O:21])[CH2:17][CH2:18][CH:19]=[CH:20][CH2:1]1. (2) Given the reactants [CH:1]1[CH:6]=[C:5]2[C:7]([C:9]3[S:16][C:15]([C:17]#[N:18])=[C:14]([C:19]#[N:20])[S:13][C:10]=3[C:11](=[O:12])[C:4]2=[CH:3][CH:2]=1)=[O:8].C(S([O-])(=O)=O)CCCCCCCCCCC.[Na+].S([O-])([O-])(=O)=O.[NH4+].[NH4+].C(=O)([O-])[O-].[Ca+2], predict the reaction product. The product is: [OH2:8].[CH:2]1[CH:3]=[C:4]2[C:11]([C:10]3[S:13][C:14]([C:19]#[N:20])=[C:15]([C:17]#[N:18])[S:16][C:9]=3[C:7](=[O:8])[C:5]2=[CH:6][CH:1]=1)=[O:12]. (3) Given the reactants CS(C)=O.[C:5]([C:7]1[CH:12]=[CH:11][C:10](O)=[CH:9][CH:8]=1)#[N:6].[NH2:14][OH:15].[OH-:16].[Na+], predict the reaction product. The product is: [OH:15][N:14]=[C:5]([NH2:6])[C:7]1[CH:12]=[CH:11][C:10]([OH:16])=[CH:9][CH:8]=1. (4) Given the reactants [CH3:1][O:2][C:3]1[CH:4]=[C:5]2[C:9](=[CH:10][CH:11]=1)[N:8]([CH2:12][CH:13]1[CH2:15][O:14]1)[CH:7]=[C:6]2[C:16]1[N:28]([S:29]([C:32]2[CH:38]=[CH:37][C:35]([CH3:36])=[CH:34][CH:33]=2)(=[O:31])=[O:30])[C:19]2=[N:20][CH:21]=[C:22]3[CH:26]=[N:25][N:24]([CH3:27])[C:23]3=[C:18]2[CH:17]=1.[CH3:39][NH:40][CH3:41], predict the reaction product. The product is: [CH3:39][N:40]([CH3:41])[CH2:15][CH:13]([OH:14])[CH2:12][N:8]1[C:9]2[C:5](=[CH:4][C:3]([O:2][CH3:1])=[CH:11][CH:10]=2)[C:6]([C:16]2[N:28]([S:29]([C:32]3[CH:38]=[CH:37][C:35]([CH3:36])=[CH:34][CH:33]=3)(=[O:31])=[O:30])[C:19]3=[N:20][CH:21]=[C:22]4[CH:26]=[N:25][N:24]([CH3:27])[C:23]4=[C:18]3[CH:17]=2)=[CH:7]1. (5) Given the reactants C(O)(C)C.[C:5]([O:10][CH3:11])(=[O:9])[C:6]([CH3:8])=[CH2:7].[CH:12]([S:20]([O-:23])(=[O:22])=[O:21])=[CH:13][C:14]1[CH:19]=[CH:18][CH:17]=[CH:16][CH:15]=1.[Na+:24].Cl.Cl.N(C(C)(C)C(N)=N)=NC(C)(C)C(N)=N, predict the reaction product. The product is: [C:5]([O:10][CH3:11])(=[O:9])[C:6]([CH3:8])=[CH2:7].[CH:12]([S:20]([O-:23])(=[O:21])=[O:22])=[CH:13][C:14]1[CH:19]=[CH:18][CH:17]=[CH:16][CH:15]=1.[Na+:24]. (6) Given the reactants [C:1]([O:5][C:6](=[O:29])[NH:7][C:8]1[CH2:9][O:10][CH2:11][CH2:12][C:13]([C:19]2[CH:24]=[C:23]([N+:25]([O-])=O)[CH:22]=[CH:21][C:20]=2[F:28])([C:15]([F:18])([F:17])[F:16])[N:14]=1)([CH3:4])([CH3:3])[CH3:2], predict the reaction product. The product is: [C:1]([O:5][C:6](=[O:29])[NH:7][C:8]1[CH2:9][O:10][CH2:11][CH2:12][C:13]([C:19]2[CH:24]=[C:23]([NH2:25])[CH:22]=[CH:21][C:20]=2[F:28])([C:15]([F:17])([F:16])[F:18])[N:14]=1)([CH3:4])([CH3:2])[CH3:3].